Dataset: Forward reaction prediction with 1.9M reactions from USPTO patents (1976-2016). Task: Predict the product of the given reaction. (1) The product is: [Cl:34][C:15]1[C:14]([C:18]2[CH:23]=[CH:22][CH:21]=[CH:20][CH:19]=2)=[N:13][N:12]=[C:11]2[N:10]([CH2:24][CH2:25][N:26]3[CH2:31][CH2:30][O:29][CH2:28][CH2:27]3)[N:9]=[C:8]([C:5]3[CH:6]=[CH:7][C:2]([F:1])=[CH:3][CH:4]=3)[C:16]=12. Given the reactants [F:1][C:2]1[CH:7]=[CH:6][C:5]([C:8]2[C:16]3[C:15](O)=[C:14]([C:18]4[CH:23]=[CH:22][CH:21]=[CH:20][CH:19]=4)[N:13]=[N:12][C:11]=3[N:10]([CH2:24][CH2:25][N:26]3[CH2:31][CH2:30][O:29][CH2:28][CH2:27]3)[N:9]=2)=[CH:4][CH:3]=1.O=P(Cl)(Cl)[Cl:34], predict the reaction product. (2) Given the reactants C(OC([N:8]1[C:16]2[C:11](=[CH:12][C:13]([C:17]([C:19]3([CH2:31][CH2:32][CH3:33])[CH2:23][CH2:22][CH2:21][N:20]3C(OC(C)(C)C)=O)=[O:18])=[CH:14][CH:15]=2)[CH:10]=[CH:9]1)=O)(C)(C)C.C(O)(C(F)(F)F)=O, predict the reaction product. The product is: [NH:8]1[C:16]2[C:11](=[CH:12][C:13]([C:17]([C:19]3([CH2:31][CH2:32][CH3:33])[CH2:23][CH2:22][CH2:21][NH:20]3)=[O:18])=[CH:14][CH:15]=2)[CH:10]=[CH:9]1. (3) Given the reactants C(OC([N:8]1[CH2:13][CH2:12][CH:11]([CH2:14][NH:15][C:16]([C:18]2[CH:38]=[CH:37][C:21]3[N:22]([CH3:36])[C:23]([NH:25][C:26]4[S:27][C:28]5[CH:34]=[C:33]([Cl:35])[CH:32]=[CH:31][C:29]=5[N:30]=4)=[N:24][C:20]=3[CH:19]=2)=[O:17])[CH2:10][CH2:9]1)=O)(C)(C)C, predict the reaction product. The product is: [ClH:35].[ClH:35].[NH:8]1[CH2:13][CH2:12][CH:11]([CH2:14][NH:15][C:16]([C:18]2[CH:38]=[CH:37][C:21]3[N:22]([CH3:36])[C:23]([NH:25][C:26]4[S:27][C:28]5[CH:34]=[C:33]([Cl:35])[CH:32]=[CH:31][C:29]=5[N:30]=4)=[N:24][C:20]=3[CH:19]=2)=[O:17])[CH2:10][CH2:9]1.